From a dataset of Catalyst prediction with 721,799 reactions and 888 catalyst types from USPTO. Predict which catalyst facilitates the given reaction. (1) Reactant: [Cl-].[Ca+2].[Cl-].[O:4]1[CH:6]([CH2:7][CH2:8][CH2:9][CH2:10][CH2:11][CH2:12][CH2:13][CH2:14][CH2:15][CH3:16])[CH2:5]1.S(=O)(=O)(O)O.C(=O)([O-])O.[Na+].[CH2:27]([OH:30])[CH2:28][OH:29]. Product: [OH:4][CH2:5][CH2:6][CH2:7][CH2:8][CH2:9][CH2:10][CH2:11][CH2:12][CH2:13][CH2:14][CH2:15][CH2:16][O:29][CH2:28][CH2:27][OH:30]. The catalyst class is: 6. (2) Reactant: CC([N:5]([C:9]([CH3:40])([CH3:39])[C:10]([N:12]([C:14]1[CH:19]=[CH:18][C:17]([O:20][CH3:21])=[C:16]([NH:22][S:23]([C:26]2[CH:31]=[CH:30][C:29]([C:32]3[O:33][C:34]([CH3:37])=[CH:35][CH:36]=3)=[C:28]([F:38])[CH:27]=2)(=[O:25])=[O:24])[CH:15]=1)[CH3:13])=[O:11])C(=O)[O-])(C)C.[ClH:41]. Product: [ClH:41].[F:38][C:28]1[CH:27]=[C:26]([S:23]([NH:22][C:16]2[CH:15]=[C:14]([N:12]([CH3:13])[C:10](=[O:11])[C:9]([CH3:40])([CH3:39])[NH2:5])[CH:19]=[CH:18][C:17]=2[O:20][CH3:21])(=[O:25])=[O:24])[CH:31]=[CH:30][C:29]=1[C:32]1[O:33][C:34]([CH3:37])=[CH:35][CH:36]=1. The catalyst class is: 12. (3) Reactant: Br[CH2:2][C:3]1[CH:10]=[CH:9][C:6]([C:7]#[N:8])=[CH:5][C:4]=1[F:11].NC(N)=[S:14]. Product: [F:11][C:4]1[CH:5]=[C:6]([CH:9]=[CH:10][C:3]=1[CH2:2][SH:14])[C:7]#[N:8]. The catalyst class is: 8.